From a dataset of Catalyst prediction with 721,799 reactions and 888 catalyst types from USPTO. Predict which catalyst facilitates the given reaction. Reactant: [NH2:1][C:2]1[C:7]([Br:8])=[CH:6][CH:5]=[CH:4][N:3]=1.[CH3:9][C:10]1([CH3:18])[O:17][C:15](=[O:16])[CH2:14][C:12](=[O:13])[O:11]1.[CH:19](OC)(OC)OC. Product: [Br:8][C:7]1[C:2]([NH:1][CH:19]=[C:14]2[C:15](=[O:16])[O:17][C:10]([CH3:18])([CH3:9])[O:11][C:12]2=[O:13])=[N:3][CH:4]=[CH:5][CH:6]=1. The catalyst class is: 8.